From a dataset of NCI-60 drug combinations with 297,098 pairs across 59 cell lines. Regression. Given two drug SMILES strings and cell line genomic features, predict the synergy score measuring deviation from expected non-interaction effect. (1) Drug 1: C1=CC(=CC=C1C#N)C(C2=CC=C(C=C2)C#N)N3C=NC=N3. Drug 2: C1CN1C2=NC(=NC(=N2)N3CC3)N4CC4. Cell line: M14. Synergy scores: CSS=20.7, Synergy_ZIP=1.58, Synergy_Bliss=1.92, Synergy_Loewe=-1.55, Synergy_HSA=1.01. (2) Cell line: COLO 205. Synergy scores: CSS=48.0, Synergy_ZIP=2.29, Synergy_Bliss=1.44, Synergy_Loewe=2.91, Synergy_HSA=5.51. Drug 2: C1=C(C(=O)NC(=O)N1)N(CCCl)CCCl. Drug 1: COC1=C(C=C2C(=C1)N=CN=C2NC3=CC(=C(C=C3)F)Cl)OCCCN4CCOCC4.